From a dataset of NCI-60 drug combinations with 297,098 pairs across 59 cell lines. Regression. Given two drug SMILES strings and cell line genomic features, predict the synergy score measuring deviation from expected non-interaction effect. (1) Drug 1: CC=C1C(=O)NC(C(=O)OC2CC(=O)NC(C(=O)NC(CSSCCC=C2)C(=O)N1)C(C)C)C(C)C. Drug 2: CC1=C(C(=CC=C1)Cl)NC(=O)C2=CN=C(S2)NC3=CC(=NC(=N3)C)N4CCN(CC4)CCO. Cell line: MDA-MB-435. Synergy scores: CSS=31.3, Synergy_ZIP=2.10, Synergy_Bliss=-0.245, Synergy_Loewe=-20.9, Synergy_HSA=-1.89. (2) Drug 1: C1=CC(=CC=C1C#N)C(C2=CC=C(C=C2)C#N)N3C=NC=N3. Drug 2: CCN(CC)CCNC(=O)C1=C(NC(=C1C)C=C2C3=C(C=CC(=C3)F)NC2=O)C. Cell line: SNB-19. Synergy scores: CSS=-6.22, Synergy_ZIP=4.44, Synergy_Bliss=3.57, Synergy_Loewe=-7.39, Synergy_HSA=-8.34. (3) Drug 1: CC1=CC=C(C=C1)C2=CC(=NN2C3=CC=C(C=C3)S(=O)(=O)N)C(F)(F)F. Drug 2: CCC1(C2=C(COC1=O)C(=O)N3CC4=CC5=C(C=CC(=C5CN(C)C)O)N=C4C3=C2)O.Cl. Cell line: RXF 393. Synergy scores: CSS=7.33, Synergy_ZIP=-4.16, Synergy_Bliss=-2.92, Synergy_Loewe=-55.2, Synergy_HSA=-4.88. (4) Drug 1: CC(C)CN1C=NC2=C1C3=CC=CC=C3N=C2N. Drug 2: C1C(C(OC1N2C=NC3=C2NC=NCC3O)CO)O. Cell line: ACHN. Synergy scores: CSS=3.38, Synergy_ZIP=-3.04, Synergy_Bliss=-2.27, Synergy_Loewe=0.0306, Synergy_HSA=0.0534.